This data is from Forward reaction prediction with 1.9M reactions from USPTO patents (1976-2016). The task is: Predict the product of the given reaction. (1) Given the reactants [F:1][C:2]1[CH:7]=[CH:6][C:5]([C:8]2[CH:13]=[CH:12][C:11]([C@@H:14]([N:16]3[CH2:21][CH2:20][C@:19]([CH2:28][C:29]([OH:31])=[O:30])([C:22]4[CH:27]=[CH:26][CH:25]=[CH:24][CH:23]=4)[O:18][C:17]3=[O:32])[CH3:15])=[CH:10][CH:9]=2)=[CH:4][CH:3]=1.S(Cl)(Cl)=O.[CH3:37]O, predict the reaction product. The product is: [F:1][C:2]1[CH:7]=[CH:6][C:5]([C:8]2[CH:9]=[CH:10][C:11]([C@@H:14]([N:16]3[CH2:21][CH2:20][C@:19]([CH2:28][C:29]([O:31][CH3:37])=[O:30])([C:22]4[CH:27]=[CH:26][CH:25]=[CH:24][CH:23]=4)[O:18][C:17]3=[O:32])[CH3:15])=[CH:12][CH:13]=2)=[CH:4][CH:3]=1. (2) Given the reactants [C:1]([C:3]1[CH:8]=[CH:7][N:6]=[C:5]([N:9]2[CH2:14][CH2:13][N:12]([C:15]([O:17][CH2:18][C:19]([CH3:22])([CH3:21])[CH3:20])=[O:16])[CH2:11][CH2:10]2)[CH:4]=1)#[N:2].Cl.[OH:24][NH2:25].C(=O)([O-])[O-].[K+].[K+], predict the reaction product. The product is: [NH2:2][C:1](=[N:25][OH:24])[C:3]1[CH:8]=[CH:7][N:6]=[C:5]([N:9]2[CH2:10][CH2:11][N:12]([C:15]([O:17][CH2:18][C:19]([CH3:22])([CH3:21])[CH3:20])=[O:16])[CH2:13][CH2:14]2)[CH:4]=1.